From a dataset of NCI-60 drug combinations with 297,098 pairs across 59 cell lines. Regression. Given two drug SMILES strings and cell line genomic features, predict the synergy score measuring deviation from expected non-interaction effect. (1) Drug 1: C(CN)CNCCSP(=O)(O)O. Drug 2: CCC1(C2=C(COC1=O)C(=O)N3CC4=CC5=C(C=CC(=C5CN(C)C)O)N=C4C3=C2)O.Cl. Cell line: COLO 205. Synergy scores: CSS=26.3, Synergy_ZIP=-1.05, Synergy_Bliss=-3.05, Synergy_Loewe=-33.8, Synergy_HSA=-2.22. (2) Drug 1: CCCCCOC(=O)NC1=NC(=O)N(C=C1F)C2C(C(C(O2)C)O)O. Drug 2: C1CNP(=O)(OC1)N(CCCl)CCCl. Cell line: MOLT-4. Synergy scores: CSS=1.67, Synergy_ZIP=1.62, Synergy_Bliss=-0.223, Synergy_Loewe=-0.754, Synergy_HSA=-2.97. (3) Drug 1: CCC(=C(C1=CC=CC=C1)C2=CC=C(C=C2)OCCN(C)C)C3=CC=CC=C3.C(C(=O)O)C(CC(=O)O)(C(=O)O)O. Drug 2: CS(=O)(=O)OCCCCOS(=O)(=O)C. Cell line: MDA-MB-435. Synergy scores: CSS=-3.34, Synergy_ZIP=1.05, Synergy_Bliss=-1.81, Synergy_Loewe=-1.03, Synergy_HSA=-4.64. (4) Drug 1: C1=CC(=CC=C1C#N)C(C2=CC=C(C=C2)C#N)N3C=NC=N3. Drug 2: CCC1=C2CN3C(=CC4=C(C3=O)COC(=O)C4(CC)O)C2=NC5=C1C=C(C=C5)O. Cell line: U251. Synergy scores: CSS=41.3, Synergy_ZIP=1.56, Synergy_Bliss=-0.294, Synergy_Loewe=-15.7, Synergy_HSA=2.25. (5) Drug 1: CC12CCC3C(C1CCC2O)C(CC4=C3C=CC(=C4)O)CCCCCCCCCS(=O)CCCC(C(F)(F)F)(F)F. Drug 2: CC12CCC3C(C1CCC2OP(=O)(O)O)CCC4=C3C=CC(=C4)OC(=O)N(CCCl)CCCl.[Na+]. Cell line: M14. Synergy scores: CSS=-0.708, Synergy_ZIP=0.649, Synergy_Bliss=-0.155, Synergy_Loewe=-4.75, Synergy_HSA=-4.50.